Regression. Given a peptide amino acid sequence and an MHC pseudo amino acid sequence, predict their binding affinity value. This is MHC class I binding data. From a dataset of Peptide-MHC class I binding affinity with 185,985 pairs from IEDB/IMGT. (1) The peptide sequence is EFFGWAEGY. The MHC is HLA-B15:09 with pseudo-sequence HLA-B15:09. The binding affinity (normalized) is 0.0847. (2) The peptide sequence is YATVAGHEG. The MHC is HLA-B07:02 with pseudo-sequence HLA-B07:02. The binding affinity (normalized) is 0. (3) The peptide sequence is HLHQDIIKK. The MHC is Patr-A0101 with pseudo-sequence Patr-A0101. The binding affinity (normalized) is 0.164. (4) The peptide sequence is QLPQGTTLPK. The MHC is HLA-A33:01 with pseudo-sequence HLA-A33:01. The binding affinity (normalized) is 0.0278. (5) The peptide sequence is ETFGFEIQSY. The MHC is Mamu-A07 with pseudo-sequence Mamu-A07. The binding affinity (normalized) is 0.